From a dataset of Catalyst prediction with 721,799 reactions and 888 catalyst types from USPTO. Predict which catalyst facilitates the given reaction. (1) Reactant: CS(Cl)(=O)=O.[Cl:6][C:7]1[CH:8]=[C:9]([CH:27]=[CH:28][C:29]=1[O:30][CH2:31][C:32]1[CH:37]=[CH:36][CH:35]=[C:34]([F:38])[CH:33]=1)[NH:10][C:11]1[C:16]([C:17]#[C:18][C:19]2[N:24]=[C:23]([CH2:25]O)[CH:22]=[CH:21][CH:20]=2)=[CH:15][N:14]=[CH:13][N:12]=1.[CH2:39]([NH2:46])[C:40]1[CH:45]=[CH:44][CH:43]=[CH:42][CH:41]=1.O. Product: [CH2:39]([NH:46][CH2:25][C:23]1[CH:22]=[CH:21][CH:20]=[C:19]([C:18]#[C:17][C:16]2[C:11]([NH:10][C:9]3[CH:27]=[CH:28][C:29]([O:30][CH2:31][C:32]4[CH:37]=[CH:36][CH:35]=[C:34]([F:38])[CH:33]=4)=[C:7]([Cl:6])[CH:8]=3)=[N:12][CH:13]=[N:14][CH:15]=2)[N:24]=1)[C:40]1[CH:45]=[CH:44][CH:43]=[CH:42][CH:41]=1. The catalyst class is: 2. (2) Product: [C:14]([C:16]1[C:17](=[O:18])[NH:19][C:6]([C:7]([O:9][CH2:10][CH3:11])=[O:8])=[CH:5][C:4]=1[CH3:13])#[N:15]. The catalyst class is: 21. Reactant: C(O[C:4]([CH3:13])=[CH:5][C:6](=O)[C:7]([O:9][CH2:10][CH3:11])=[O:8])C.[C:14]([CH2:16][C:17]([NH2:19])=[O:18])#[N:15].C(=O)([O-])[O-].[K+].[K+].Cl.